The task is: Predict the reaction yield, written as a fraction of the theoretical maximum amount of product (1.0 means a 100% yield; for example, 0.34 means a 34% yield).. This data is from Reaction yield outcomes from USPTO patents with 853,638 reactions. (1) The reactants are Cl.[Cl:2][C:3]1[CH:8]=[CH:7][C:6]([OH:9])=[CH:5][C:4]=1[C:10]1[CH:34]=[C:33]([CH3:35])[C:13]2[N:14]=[C:15]([NH:18][C:19]3[CH:24]=[CH:23][C:22]([O:25][CH2:26][CH2:27][N:28]4[CH2:32][CH2:31][CH2:30][CH2:29]4)=[CH:21][CH:20]=3)[N:16]=[N:17][C:12]=2[CH:11]=1.CCN(CC)CC.[C:43](Cl)(=[O:45])[CH3:44]. The catalyst is C(Cl)Cl. The product is [Cl:2][C:3]1[CH:8]=[CH:7][C:6]([O:9][C:43](=[O:45])[CH3:44])=[CH:5][C:4]=1[C:10]1[CH:34]=[C:33]([CH3:35])[C:13]2[N:14]=[C:15]([NH:18][C:19]3[CH:24]=[CH:23][C:22]([O:25][CH2:26][CH2:27][N:28]4[CH2:32][CH2:31][CH2:30][CH2:29]4)=[CH:21][CH:20]=3)[N:16]=[N:17][C:12]=2[CH:11]=1. The yield is 0.750. (2) The reactants are Br[C:2]1[CH:9]=[CH:8][C:5]([C:6]#[N:7])=[C:4]([CH2:10][N:11]2[CH2:20][CH:19]3[CH2:21][O:22][CH2:23][CH2:24][N:18]3[C:17]3[N:16]=[C:15]([Cl:25])[N:14]=[CH:13][C:12]2=3)[CH:3]=1.[C:26](=O)([O-])[O-].[K+].[K+].CB1OB(C)OB(C)O1. The catalyst is O1CCOCC1.O.CCOC(C)=O.C1C=CC(P(C2C=CC=CC=2)[C-]2C=CC=C2)=CC=1.C1C=CC(P(C2C=CC=CC=2)[C-]2C=CC=C2)=CC=1.Cl[Pd]Cl.[Fe+2]. The product is [Cl:25][C:15]1[N:14]=[CH:13][C:12]2[N:11]([CH2:10][C:4]3[CH:3]=[C:2]([CH3:26])[CH:9]=[CH:8][C:5]=3[C:6]#[N:7])[CH2:20][CH:19]3[CH2:21][O:22][CH2:23][CH2:24][N:18]3[C:17]=2[N:16]=1. The yield is 0.590. (3) The reactants are Cl[C:2]1[N:7]=[C:6]([C:8]([OH:11])([CH3:10])[CH3:9])[CH:5]=[C:4]([C:12]2[CH:17]=[CH:16][C:15]([C:18]([F:21])([F:20])[F:19])=[CH:14][CH:13]=2)[N:3]=1.[CH3:22][C:23]1[O:24][C:25]([C:29]2[CH:34]=[CH:33][C:32]([NH2:35])=[CH:31][CH:30]=2)=[C:26]([CH3:28])[N:27]=1. No catalyst specified. The product is [CH3:22][C:23]1[O:24][C:25]([C:29]2[CH:34]=[CH:33][C:32]([NH:35][C:2]3[N:7]=[C:6]([C:8]([OH:11])([CH3:10])[CH3:9])[CH:5]=[C:4]([C:12]4[CH:17]=[CH:16][C:15]([C:18]([F:21])([F:20])[F:19])=[CH:14][CH:13]=4)[N:3]=3)=[CH:31][CH:30]=2)=[C:26]([CH3:28])[N:27]=1. The yield is 0.510. (4) The reactants are [Br:1][C:2]1[CH:10]=[CH:9][CH:8]=[C:7]([F:11])[C:3]=1[C:4]([OH:6])=O.CN(C(ON1N=NC2C=CC=CC1=2)=[N+](C)C)C.F[P-](F)(F)(F)(F)F.CCN(C(C)C)C(C)C.[CH3:45][O:46][CH:47]([O:50][CH3:51])[CH2:48][NH2:49]. The catalyst is CN(C=O)C.CCOC(C)=O. The product is [Br:1][C:2]1[CH:10]=[CH:9][CH:8]=[C:7]([F:11])[C:3]=1[C:4]([NH:49][CH2:48][CH:47]([O:50][CH3:51])[O:46][CH3:45])=[O:6]. The yield is 0.820. (5) The reactants are [N:1]1[CH:2]=[C:3]([CH2:10][OH:11])[N:4]2[C:9]=1[CH:8]=[CH:7][CH:6]=[N:5]2.CC(OI1(OC(C)=O)(OC(C)=O)OC(=O)C2C=CC=CC1=2)=O. The catalyst is C(Cl)Cl. The product is [N:1]1[CH:2]=[C:3]([CH:10]=[O:11])[N:4]2[C:9]=1[CH:8]=[CH:7][CH:6]=[N:5]2. The yield is 0.907. (6) The reactants are [CH3:1][N:2]([C:11]1[CH:16]=[CH:15][C:14]([N+:17]([O-])=O)=[CH:13][CH:12]=1)[C@H:3]1[CH2:7][CH2:6][N:5]([C:8](=[O:10])[CH3:9])[CH2:4]1.[Cl-].[NH4+]. The catalyst is C1COCC1.O.[Fe]. The product is [NH2:17][C:14]1[CH:13]=[CH:12][C:11]([N:2]([CH3:1])[C@H:3]2[CH2:7][CH2:6][N:5]([C:8](=[O:10])[CH3:9])[CH2:4]2)=[CH:16][CH:15]=1. The yield is 0.820. (7) The catalyst is O.C(OCC)(=O)C. The yield is 0.700. The reactants are [O:1]=[C:2]1[O:6][N:5]=[C:4]([C:7]2[CH:12]=[CH:11][CH:10]=[CH:9][C:8]=2[C:13]2[CH:18]=[CH:17][C:16]([CH2:19][C:20]3[C:21](=[O:43])[N:22]([C@H:32]4[CH2:37][CH2:36][C@H:35]([O:38][CH2:39][C:40](=O)[CH3:41])[CH2:34][CH2:33]4)[C:23]4[N:24]([N:29]=[CH:30][N:31]=4)[C:25]=3[CH2:26][CH2:27][CH3:28])=[CH:15][CH:14]=2)[NH:3]1.Cl.[NH2:45][O:46][CH3:47].N1C=CC=CC=1.Cl. The product is [CH3:47][O:46]/[N:45]=[C:40](\[CH3:41])/[CH2:39][O:38][C@H:35]1[CH2:34][CH2:33][C@H:32]([N:22]2[C:21](=[O:43])[C:20]([CH2:19][C:16]3[CH:17]=[CH:18][C:13]([C:8]4[CH:9]=[CH:10][CH:11]=[CH:12][C:7]=4[C:4]4[NH:3][C:2](=[O:1])[O:6][N:5]=4)=[CH:14][CH:15]=3)=[C:25]([CH2:26][CH2:27][CH3:28])[N:24]3[N:29]=[CH:30][N:31]=[C:23]23)[CH2:37][CH2:36]1.